From a dataset of Forward reaction prediction with 1.9M reactions from USPTO patents (1976-2016). Predict the product of the given reaction. (1) Given the reactants [C:9](O[C:9]([O:11][C:12]([CH3:15])([CH3:14])[CH3:13])=[O:10])([O:11][C:12]([CH3:15])([CH3:14])[CH3:13])=[O:10].[NH2:16][C:17]1[CH:25]=[CH:24][C:20]([C:21]([OH:23])=[O:22])=[C:19]([Cl:26])[CH:18]=1, predict the reaction product. The product is: [C:12]([O:11][C:9]([NH:16][C:17]1[CH:25]=[CH:24][C:20]([C:21]([OH:23])=[O:22])=[C:19]([Cl:26])[CH:18]=1)=[O:10])([CH3:13])([CH3:14])[CH3:15]. (2) Given the reactants [Li]CCCC.CN(C)CCN(C)CCN(C)C.[Cl:18][C:19]1[CH:24]=[CH:23][C:22]([F:25])=[CH:21][N:20]=1.CON(C)[C:29](=[O:31])[CH3:30], predict the reaction product. The product is: [Cl:18][C:19]1[CH:24]=[C:23]([C:29](=[O:31])[CH3:30])[C:22]([F:25])=[CH:21][N:20]=1. (3) Given the reactants Cl[CH2:2][C:3]1[N:8]=[C:7]([CH2:9][C:10]([CH3:13])([CH3:12])[CH3:11])[C:6]([C:14]2[CH:19]=[C:18]([O:20][CH3:21])[CH:17]=[CH:16][C:15]=2[F:22])=[CH:5][CH:4]=1.[OH:23][C:24]1[CH:25]=[CH:26][C:27]([O:37][CH3:38])=[C:28]([CH2:30][CH2:31][C:32]([O:34][CH2:35][CH3:36])=[O:33])[CH:29]=1.C(=O)([O-])[O-].[Cs+].[Cs+].C(OCC)(=O)C, predict the reaction product. The product is: [CH3:11][C:10]([CH3:13])([CH3:12])[CH2:9][C:7]1[N:8]=[C:3]([CH2:2][O:23][C:24]2[CH:25]=[CH:26][C:27]([O:37][CH3:38])=[C:28]([CH2:30][CH2:31][C:32]([O:34][CH2:35][CH3:36])=[O:33])[CH:29]=2)[CH:4]=[CH:5][C:6]=1[C:14]1[CH:19]=[C:18]([O:20][CH3:21])[CH:17]=[CH:16][C:15]=1[F:22]. (4) Given the reactants [OH:1][C:2]1[CH:7]=[C:6]([CH3:8])[N:5]([C:9]2[CH:10]=[C:11]([CH:16]=[CH:17][CH:18]=2)[C:12]([O:14][CH3:15])=[O:13])[C:4](=[O:19])[CH:3]=1.C([O-])([O-])=O.[K+].[K+].[F:26][C:27]1[CH:34]=[C:33]([F:35])[CH:32]=[CH:31][C:28]=1[CH2:29]Br, predict the reaction product. The product is: [F:26][C:27]1[CH:34]=[C:33]([F:35])[CH:32]=[CH:31][C:28]=1[CH2:29][O:1][C:2]1[CH:7]=[C:6]([CH3:8])[N:5]([C:9]2[CH:10]=[C:11]([CH:16]=[CH:17][CH:18]=2)[C:12]([O:14][CH3:15])=[O:13])[C:4](=[O:19])[CH:3]=1. (5) Given the reactants [OH:1][C@@H:2]([C@H:4]1[C:24](=[O:25])[N:6]2[C@@H:7]([C:11]([O:13][CH2:14][C:15]3[CH:20]=[CH:19][C:18]([N+:21]([O-:23])=[O:22])=[CH:17][CH:16]=3)=[O:12])[C:8](=O)[CH2:9][C@H:5]12)[CH3:3].[Si:26]([O:33][CH2:34][CH2:35][S:36][C:37]1[N:38]=[CH:39][N:40]2[CH:44]=[C:43]([Sn](CCCC)(CCCC)CCCC)[S:42][C:41]=12)([C:29]([CH3:32])([CH3:31])[CH3:30])([CH3:28])[CH3:27], predict the reaction product. The product is: [Si:26]([O:33][CH2:34][CH2:35][S:36][C:37]1[N:38]=[CH:39][N:40]2[CH:44]=[C:43]([C:8]3[CH2:9][C@@H:5]4[C@@H:4]([C@H:2]([OH:1])[CH3:3])[C:24](=[O:25])[N:6]4[C:7]=3[C:11]([O:13][CH2:14][C:15]3[CH:16]=[CH:17][C:18]([N+:21]([O-:23])=[O:22])=[CH:19][CH:20]=3)=[O:12])[S:42][C:41]=12)([C:29]([CH3:32])([CH3:30])[CH3:31])([CH3:28])[CH3:27]. (6) Given the reactants C1N=CN([C:6](N2C=NC=C2)=[O:7])C=1.[NH:13]1[CH2:18][CH2:17][CH2:16][CH2:15][CH:14]1[CH2:19][NH2:20], predict the reaction product. The product is: [CH2:19]1[CH:14]2[CH2:15][CH2:16][CH2:17][CH2:18][N:13]2[C:6](=[O:7])[NH:20]1.